Dataset: Full USPTO retrosynthesis dataset with 1.9M reactions from patents (1976-2016). Task: Predict the reactants needed to synthesize the given product. (1) Given the product [CH3:42][O:41][N:40]([CH3:39])[C:34]([C:32]1[S:33][C:29]([C:16]2[CH:17]=[C:18]([C:19]3[CH:20]=[CH:21][C:22]([S:25](=[O:28])(=[O:27])[NH2:26])=[CH:23][CH:24]=3)[C:13]([O:12][CH3:11])=[CH:14][CH:15]=2)=[C:30]([CH3:37])[N:31]=1)=[O:35], predict the reactants needed to synthesize it. The reactants are: C1C=CC2N(O)N=NC=2C=1.[CH3:11][O:12][C:13]1[C:18]([C:19]2[CH:24]=[CH:23][C:22]([S:25](=[O:28])(=[O:27])[NH2:26])=[CH:21][CH:20]=2)=[CH:17][C:16]([C:29]2[S:33][C:32]([C:34](O)=[O:35])=[N:31][C:30]=2[CH3:37])=[CH:15][CH:14]=1.Cl.[CH3:39][NH:40][O:41][CH3:42].C(Cl)CCl.C(N(CC)CC)C. (2) Given the product [F:6][C:7]1[C:15]([C:22]([OH:24])=[O:23])=[C:14]2[C:10]([CH:11]=[CH:12][NH:13]2)=[CH:9][CH:8]=1, predict the reactants needed to synthesize it. The reactants are: [Li]CCCC.[F:6][C:7]1[CH:15]=[C:14]2[C:10]([CH:11]=[CH:12][NH:13]2)=[CH:9][CH:8]=1.CC([O-])(C)C.[K+].[C:22](=[O:24])=[O:23].